From a dataset of hERG Central: cardiac toxicity at 1µM, 10µM, and general inhibition. Predict hERG channel inhibition at various concentrations. (1) The molecule is CCCCCn1c(=O)c(C(=O)NCc2ccncc2)c(O)c2ccccc21. Results: hERG_inhib (hERG inhibition (general)): blocker. (2) The drug is CC(C)(C)C(=O)Nc1ccc2c(c1)OCCOCCOc1cc(NC(=O)C(C)(C)C)ccc1OCCOCCO2. Results: hERG_inhib (hERG inhibition (general)): blocker. (3) Results: hERG_inhib (hERG inhibition (general)): blocker. The molecule is CCOC(=O)C1(CCOc2ccccc2)CCN(Cc2ccncc2)CC1. (4) The compound is Cc1[nH]c(-c2ccc(F)cc2)cc1C(=O)N1CCN(c2ccccc2)CC1. Results: hERG_inhib (hERG inhibition (general)): blocker. (5) The molecule is O=C(COc1ccc2ccccc2c1)N1CCN(C(=O)c2ccc([N+](=O)[O-])cc2)CC1. Results: hERG_inhib (hERG inhibition (general)): blocker. (6) The compound is COc1ccc(CCn2c(=N)c(C(=O)N3CCN(C)CC3)cc3c(=O)n4ccccc4nc32)cc1. Results: hERG_inhib (hERG inhibition (general)): blocker. (7) The compound is OCC1(Cc2ccccc2Cl)CCN(C/C=C/c2ccccc2)CC1. Results: hERG_inhib (hERG inhibition (general)): blocker.